From a dataset of Forward reaction prediction with 1.9M reactions from USPTO patents (1976-2016). Predict the product of the given reaction. (1) Given the reactants [O:1]1[CH:5]=[CH:4][CH:3]=[C:2]1[C:6](=O)[CH3:7].[C:9]([O:13][C:14]([N:16]1[CH2:21][CH2:20][CH:19]([NH2:22])[CH2:18][CH2:17]1)=[O:15])([CH3:12])([CH3:11])[CH3:10].C(N(CC)CC)C.C([BH3-])#N.[Na+].[OH-].[Na+], predict the reaction product. The product is: [C:9]([O:13][C:14]([N:16]1[CH2:21][CH2:20][CH:19]([NH:22][CH:6]([C:2]2[O:1][CH:5]=[CH:4][CH:3]=2)[CH3:7])[CH2:18][CH2:17]1)=[O:15])([CH3:12])([CH3:10])[CH3:11]. (2) Given the reactants [C:1]([NH:4][CH2:5][CH2:6][CH2:7][S:8]([O:11][CH2:12][C:13]([CH3:18])([CH3:17])[CH2:14][CH:15]=[O:16])(=[O:10])=[O:9])(=[O:3])[CH3:2].CO.IN1[C:26](=[O:27])CCC1=O.C(=O)([O-])[O-].[K+].[K+], predict the reaction product. The product is: [C:1]([NH:4][CH2:5][CH2:6][CH2:7][S:8]([O:11][CH2:12][C:13]([CH3:18])([CH3:17])[CH2:14][C:15]([O:27][CH3:26])=[O:16])(=[O:10])=[O:9])(=[O:3])[CH3:2]. (3) Given the reactants C(Cl)(Cl)Cl.[Cl:5][C:6]1[CH:7]=[C:8]([CH:12]2[C:16]([OH:17])=[C:15]([C:18]([CH3:20])=[O:19])[CH2:14][S:13]2)[CH:9]=[CH:10][CH:11]=1.S(Cl)(Cl)(=O)=O, predict the reaction product. The product is: [Cl:5][C:6]1[CH:7]=[C:8]([C:12]2[S:13][CH:14]=[C:15]([C:18]([CH3:20])=[O:19])[C:16]=2[OH:17])[CH:9]=[CH:10][CH:11]=1.